Task: Predict the reaction yield, written as a fraction of the theoretical maximum amount of product (1.0 means a 100% yield; for example, 0.34 means a 34% yield).. Dataset: Reaction yield outcomes from USPTO patents with 853,638 reactions (1) The reactants are [I:1][C:2]1[CH:3]=[C:4]2[C:9](=[CH:10][CH:11]=1)[N:8]=[CH:7][NH:6][C:5]2=O.P(Cl)(Cl)([Cl:15])=O.C(N(CC)CC)C. The catalyst is C1(C)C=CC=CC=1. The product is [I:1][C:2]1[CH:3]=[C:4]2[C:9](=[CH:10][CH:11]=1)[N:8]=[CH:7][N:6]=[C:5]2[Cl:15]. The yield is 0.900. (2) The reactants are [OH:1][CH:2]1[CH2:7][CH2:6][CH:5]([NH:8][C:9]2[CH:16]=[CH:15][C:12]([C:13]#[N:14])=[C:11]([C:17]([F:20])([F:19])[F:18])[CH:10]=2)[CH2:4][CH2:3]1.[H-].[Na+].C([O:27][C:28](=[O:30])[CH3:29])(C)(C)C.FC(F)(F)C(O)=O. The catalyst is O1CCCC1.C(OCC)(=O)C.ClCCl.O. The product is [C:13]([C:12]1[CH:15]=[CH:16][C:9]([NH:8][CH:5]2[CH2:6][CH2:7][CH:2]([O:1][CH2:29][C:28]([OH:30])=[O:27])[CH2:3][CH2:4]2)=[CH:10][C:11]=1[C:17]([F:18])([F:19])[F:20])#[N:14]. The yield is 0.390. (3) The catalyst is [Cu](I)I.O1CCOCC1. The yield is 0.657. The reactants are [CH3:1][C:2]1[CH:7]=[CH:6][N:5]=[CH:4][C:3]=1[N:8]1[CH2:12][CH2:11][NH:10][C:9]1=[O:13].Br[C:15]1[CH:16]=[CH:17][C:18]([F:23])=[C:19]([CH:22]=1)[C:20]#[N:21].N[C@@H]1CCCC[C@H]1N.P([O-])([O-])([O-])=O.[K+].[K+].[K+]. The product is [F:23][C:18]1[CH:17]=[CH:16][C:15]([N:10]2[CH2:11][CH2:12][N:8]([C:3]3[CH:4]=[N:5][CH:6]=[CH:7][C:2]=3[CH3:1])[C:9]2=[O:13])=[CH:22][C:19]=1[C:20]#[N:21]. (4) The reactants are C(Cl)(=O)C(Cl)=O.[C:7]([C:11]1[CH:16]=[CH:15][C:14]([S:17]([NH:20][CH2:21][C:22]2[CH:30]=[CH:29][C:25]([C:26](O)=[O:27])=[CH:24][CH:23]=2)(=[O:19])=[O:18])=[CH:13][CH:12]=1)([CH3:10])([CH3:9])[CH3:8].[Cl:31][C:32]1[CH:37]=[CH:36][N:35]=[CH:34][C:33]=1[NH2:38]. The catalyst is CN(C=O)C.C1COCC1. The product is [C:7]([C:11]1[CH:12]=[CH:13][C:14]([S:17]([NH:20][CH2:21][C:22]2[CH:23]=[CH:24][C:25]([C:26]([NH:38][C:33]3[CH:34]=[N:35][CH:36]=[CH:37][C:32]=3[Cl:31])=[O:27])=[CH:29][CH:30]=2)(=[O:19])=[O:18])=[CH:15][CH:16]=1)([CH3:10])([CH3:9])[CH3:8]. The yield is 0.340. (5) The reactants are [O:1]1[C:6]2[CH:7]=[CH:8][C:9]([CH2:11]O)=[CH:10][C:5]=2[O:4][CH2:3][CH2:2]1.O=S(Cl)[Cl:15]. No catalyst specified. The product is [Cl:15][CH2:11][C:9]1[CH:8]=[CH:7][C:6]2[O:1][CH2:2][CH2:3][O:4][C:5]=2[CH:10]=1. The yield is 0.880.